From a dataset of Forward reaction prediction with 1.9M reactions from USPTO patents (1976-2016). Predict the product of the given reaction. (1) The product is: [I:15][C:16]1[CH:17]=[C:18]([NH:19][N:9]=[C:10]2[C:11]([NH2:12])=[N:30][N:29]=[C:13]2[NH2:14])[CH:20]=[CH:21][CH:22]=1. Given the reactants IC1C=C(N[N:9]=[C:10]([C:13]#[N:14])[C:11]#[N:12])C=CC=1.[I:15][C:16]1[CH:17]=[C:18]([CH:20]=[CH:21][CH:22]=1)[NH2:19].C(#N)CC#N.O.[NH2:29][NH2:30], predict the reaction product. (2) Given the reactants [Cl:1][C:2]1[C:3](OS(C(F)(F)F)(=O)=O)=[C:4]([CH:10]=[C:11]([CH2:17][C:18]2[CH:23]=[CH:22][C:21]([N:24]3[CH:28]=[CH:27][CH:26]=[N:25]3)=[CH:20][CH:19]=2)[C:12]=1[C:13]([F:16])([F:15])[F:14])[C:5]([O:7][CH2:8][CH3:9])=[O:6].O.[CH:38]([B-](F)(F)F)=[CH2:39].[K+].C(=O)([O-])[O-].[Cs+].[Cs+], predict the reaction product. The product is: [Cl:1][C:2]1[C:3]([CH:38]=[CH2:39])=[C:4]([CH:10]=[C:11]([CH2:17][C:18]2[CH:23]=[CH:22][C:21]([N:24]3[CH:28]=[CH:27][CH:26]=[N:25]3)=[CH:20][CH:19]=2)[C:12]=1[C:13]([F:15])([F:14])[F:16])[C:5]([O:7][CH2:8][CH3:9])=[O:6]. (3) Given the reactants [CH3:1][O:2][C:3]1[CH:10]=[CH:9][C:6]([CH:7]=[O:8])=[CH:5][CH:4]=1.C(=O)([O-])[O-].[K+].[K+].[F:17][C:18]([Si](C)(C)C)([F:20])[F:19], predict the reaction product. The product is: [F:17][C:18]([F:20])([F:19])[CH:7]([C:6]1[CH:9]=[CH:10][C:3]([O:2][CH3:1])=[CH:4][CH:5]=1)[OH:8]. (4) Given the reactants [CH2:1]([O:3][C:4](=[O:12])[C:5]([C:7]1[CH2:11][CH2:10][O:9][CH:8]=1)=[O:6])[CH3:2].[CH2:13]([OH:15])[CH3:14].BrN1C(=O)CCC1=O, predict the reaction product. The product is: [CH2:1]([O:3][C:4](=[O:12])[C:5]([CH:7]1[CH2:11][CH2:10][O:9][CH:8]1[O:15][CH2:13][CH3:14])=[O:6])[CH3:2]. (5) Given the reactants [CH:1]1([CH2:7][N:8]2[C:12]([C:13]3[CH:18]=[C:17]([O:19][CH3:20])[CH:16]=[CH:15][C:14]=3[O:21][CH3:22])=[CH:11][C:10]([C:23](O)=[O:24])=[C:9]2[CH3:26])[CH2:6][CH2:5][CH2:4][CH2:3][CH2:2]1.[NH2:27][CH2:28][CH2:29][CH2:30][OH:31], predict the reaction product. The product is: [OH:31][CH2:30][CH2:29][CH2:28][NH:27][C:23]([C:10]1[CH:11]=[C:12]([C:13]2[CH:18]=[C:17]([O:19][CH3:20])[CH:16]=[CH:15][C:14]=2[O:21][CH3:22])[N:8]([CH2:7][CH:1]2[CH2:6][CH2:5][CH2:4][CH2:3][CH2:2]2)[C:9]=1[CH3:26])=[O:24].